This data is from Peptide-MHC class II binding affinity with 134,281 pairs from IEDB. The task is: Regression. Given a peptide amino acid sequence and an MHC pseudo amino acid sequence, predict their binding affinity value. This is MHC class II binding data. (1) The peptide sequence is LHQNFKDTSMQKTIP. The MHC is HLA-DQA10501-DQB10302 with pseudo-sequence HLA-DQA10501-DQB10302. The binding affinity (normalized) is 0.284. (2) The peptide sequence is ALTGAMRVTKDTNDN. The MHC is DRB4_0101 with pseudo-sequence DRB4_0103. The binding affinity (normalized) is 0. (3) The peptide sequence is ADYLRMWIQAATVMS. The MHC is HLA-DQA10102-DQB10502 with pseudo-sequence HLA-DQA10102-DQB10502. The binding affinity (normalized) is 0.549. (4) The peptide sequence is KMMNMEAANLAEVRS. The MHC is DRB1_0401 with pseudo-sequence DRB1_0401. The binding affinity (normalized) is 0.993. (5) The peptide sequence is AYDTYKSIPSLEAAV. The MHC is DRB1_1001 with pseudo-sequence DRB1_1001. The binding affinity (normalized) is 0.870. (6) The peptide sequence is TEQYKFQADSPKRLA. The MHC is DRB3_0101 with pseudo-sequence DRB3_0101. The binding affinity (normalized) is 0.782. (7) The peptide sequence is KKMTTTFTNYMVDMFLA. The MHC is HLA-DQA10501-DQB10302 with pseudo-sequence HLA-DQA10501-DQB10302. The binding affinity (normalized) is 0.446. (8) The peptide sequence is HSLLKWLGHPDKF. The MHC is H-2-IAs with pseudo-sequence H-2-IAs. The binding affinity (normalized) is 0.307. (9) The peptide sequence is YVIRAQLHVGAKQEN. The MHC is DRB4_0101 with pseudo-sequence DRB4_0103. The binding affinity (normalized) is 0.885. (10) The peptide sequence is TVSLPVGADEDDIKA. The MHC is DRB1_0301 with pseudo-sequence DRB1_0301. The binding affinity (normalized) is 0.0506.